Dataset: Full USPTO retrosynthesis dataset with 1.9M reactions from patents (1976-2016). Task: Predict the reactants needed to synthesize the given product. (1) Given the product [CH3:1][C:2]([CH3:9])([CH2:6][CH:7]=[O:8])[C:3]([OH:5])=[O:4], predict the reactants needed to synthesize it. The reactants are: [CH3:1][C:2]([CH3:9])([CH2:6][CH:7]=[O:8])[C:3]([O-:5])=[O:4].ClC1SC2C=CC=CC=2N=1.S1C2C=CC=CC=2N=C1NC1C=CC(C2C=CC(C(=O)CC(C)(C)C(OC)=O)=CC=2)=CC=1.[OH-].[Na+].Cl. (2) Given the product [CH2:1]([O:3][C:4](=[O:16])/[CH:5]=[C:6](/[O:8][C:9]1[CH:14]=[CH:13][CH:12]=[CH:11][C:10]=1[Cl:15])\[CH2:7][Br:17])[CH3:2], predict the reactants needed to synthesize it. The reactants are: [CH2:1]([O:3][C:4](=[O:16])/[CH:5]=[C:6](/[O:8][C:9]1[CH:14]=[CH:13][CH:12]=[CH:11][C:10]=1[Cl:15])\[CH3:7])[CH3:2].[Br:17]N1C(=O)CCC1=O.O.